From a dataset of Experimentally validated miRNA-target interactions with 360,000+ pairs, plus equal number of negative samples. Binary Classification. Given a miRNA mature sequence and a target amino acid sequence, predict their likelihood of interaction. (1) The miRNA is hsa-miR-634 with sequence AACCAGCACCCCAACUUUGGAC. The protein sequence of the target gene is MPWSSRGALLRDLVLGVLGTAAFLLDLGTDLWAAVQYALGGRYLWAALVLALLGLASVALQLFSWLWLRADPAGLHGSQPPRRCLALLHLLQLGYLYRCVQELRQGLLVWQQEEPSEFDLAYADFLALDISMLRLFETFLETAPQLTLVLAIMLQSGRAEYYQWVGICTSFLGISWALLDYHRALRTCLPSKPLLGLGSSVIYFLWNLLLLWPRVLAVALFSALFPSYVALHFLGLWLVLLLWVWLQGTDFMPDPSSEWLYRVTVATILYFSWFNVAEGRTRGRAIIHFAFLLSDSILLV.... Result: 0 (no interaction). (2) The miRNA is hsa-miR-4799-5p with sequence AUCUAAAUGCAGCAUGCCAGUC. The protein sequence of the target gene is MSKKPPNRPGITFEIGARLEALDYLQKWYPSRIEKIDYEEGKMLVHFERWSHRYDEWIYWDSNRLRPLERPALRKEGLKDEEDFFDFKAGEEVLARWTDCRYYPAKIEAINKEGTFTVQFYDGVIRCLKRMHIKAMPEDAKGQVKSQHPLSWCCPIDPAGSCNQSMGSEDWIALVKAAAAAAAKNKTGSKPRTSANSNKDKDKDERKWFKVPSKKEETSTCIATPDVEKKEDLPTSSETFGLHVENVPKMVFPQPESTLSNKRKNNQGNSFQAKRARLNKITGLLASKAVGVDGAEKKED.... Result: 0 (no interaction).